This data is from Tyrosyl-DNA phosphodiesterase HTS with 341,365 compounds. The task is: Binary Classification. Given a drug SMILES string, predict its activity (active/inactive) in a high-throughput screening assay against a specified biological target. The molecule is Clc1cc(CSc2n(c(nn2)CCNC(=O)c2cc(Cl)c(Cl)cc2)C)ccc1Cl. The result is 0 (inactive).